From a dataset of Reaction yield outcomes from USPTO patents with 853,638 reactions. Predict the reaction yield, written as a fraction of the theoretical maximum amount of product (1.0 means a 100% yield; for example, 0.34 means a 34% yield). (1) The reactants are [CH2:1]([N:8]1[CH2:13][CH2:12][CH:11]([N:14]2[CH2:18][CH2:17][N:16]([CH2:19][CH2:20]Br)[C:15]2=[C:22]([C:25]#[N:26])[C:23]#[N:24])[CH2:10][CH2:9]1)[C:2]1[CH:7]=[CH:6][CH:5]=[CH:4][CH:3]=1.C(=O)([O-])[O-].[K+].[K+].[CH3:33][C@H:34]1[CH2:38][CH2:37][CH2:36][NH:35]1.[OH-].[Na+]. The catalyst is O1CCOCC1. The product is [CH2:1]([N:8]1[CH2:13][CH2:12][CH:11]([N:14]2[CH2:18][CH2:17][N:16]([CH2:19][CH2:20][N:35]3[CH2:36][CH2:37][CH2:38][C@@H:34]3[CH3:33])[C:15]2=[C:22]([C:25]#[N:26])[C:23]#[N:24])[CH2:10][CH2:9]1)[C:2]1[CH:7]=[CH:6][CH:5]=[CH:4][CH:3]=1. The yield is 0.841. (2) The reactants are [Cl:1][C:2]1[N:7]=[N:6][C:5]([C:8](C)([C:14](OCC)=O)[C:9]([O:11][CH2:12][CH3:13])=[O:10])=[CH:4][CH:3]=1.[Na+].[Cl-]. The yield is 0.350. The catalyst is CS(C)=O.O. The product is [Cl:1][C:2]1[N:7]=[N:6][C:5]([CH:8]([CH3:14])[C:9]([O:11][CH2:12][CH3:13])=[O:10])=[CH:4][CH:3]=1. (3) The reactants are [CH2:1]([N:8]1[C:12]([CH3:14])([CH3:13])[CH2:11][CH:10]([CH2:15][OH:16])[CH2:9]1)[C:2]1[CH:7]=[CH:6][CH:5]=[CH:4][CH:3]=1.C(N(CC)CC)C.[C:24]1([CH3:34])[CH:29]=[CH:28][C:27]([S:30](Cl)(=[O:32])=[O:31])=[CH:26][CH:25]=1.C(OCC)(=O)C.CCCCCC. The catalyst is ClCCl. The product is [CH3:34][C:24]1[CH:29]=[CH:28][C:27]([S:30]([O:16][CH2:15][CH:10]2[CH2:11][C:12]([CH3:13])([CH3:14])[N:8]([CH2:1][C:2]3[CH:7]=[CH:6][CH:5]=[CH:4][CH:3]=3)[CH2:9]2)(=[O:32])=[O:31])=[CH:26][CH:25]=1. The yield is 0.680. (4) The yield is 0.480. The catalyst is ClCCl.O. The product is [N:18]([C:14]1[CH:13]=[C:12]([C:11]([F:19])([F:10])[F:20])[CH:17]=[CH:16][N:15]=1)=[C:6]=[S:7]. The reactants are C(=O)([O-])[O-].[Ca+2].[C:6](Cl)(Cl)=[S:7].[F:10][C:11]([F:20])([F:19])[C:12]1[CH:17]=[CH:16][N:15]=[C:14]([NH2:18])[CH:13]=1.Cl. (5) The reactants are [C:1]1([C:7]([C:20]2[CH:25]=[CH:24][CH:23]=[CH:22][CH:21]=2)([C:14]2[CH:19]=[CH:18][CH:17]=[CH:16][CH:15]=2)[O:8][CH2:9][C:10](=[CH2:13])[CH2:11]O)[CH:6]=[CH:5][CH:4]=[CH:3][CH:2]=1.C(Br)(Br)(Br)[Br:27].C1(P(C2C=CC=CC=2)C2C=CC=CC=2)C=CC=CC=1.C([O-])(O)=O.[Na+]. The catalyst is C(Cl)Cl.C(OCC)(=O)C. The product is [Br:27][CH2:11][C:10]([CH2:9][O:8][C:7]([C:20]1[CH:25]=[CH:24][CH:23]=[CH:22][CH:21]=1)([C:14]1[CH:19]=[CH:18][CH:17]=[CH:16][CH:15]=1)[C:1]1[CH:6]=[CH:5][CH:4]=[CH:3][CH:2]=1)=[CH2:13]. The yield is 0.920. (6) The catalyst is C(O)C. The yield is 0.300. The reactants are [O:1]1[C:5]2[CH:6]=[CH:7][CH:8]=[CH:9][C:4]=2[C:3]([NH:10][C:11]([N:13]2[CH2:18][CH2:17][N:16]([C:19]3[S:23][N:22]=[C:21]([N:24]4[CH2:29][CH2:28][CH:27]([C:30]([O:32]CC)=[O:31])[CH2:26][CH2:25]4)[N:20]=3)[CH2:15][CH2:14]2)=[O:12])=[N:2]1.[OH-].[Na+].O1CCCC1. The product is [O:1]1[C:5]2[CH:6]=[CH:7][CH:8]=[CH:9][C:4]=2[C:3]([NH:10][C:11]([N:13]2[CH2:18][CH2:17][N:16]([C:19]3[S:23][N:22]=[C:21]([N:24]4[CH2:25][CH2:26][CH:27]([C:30]([OH:32])=[O:31])[CH2:28][CH2:29]4)[N:20]=3)[CH2:15][CH2:14]2)=[O:12])=[N:2]1. (7) The reactants are Br[C:2]1[CH:11]=[CH:10][C:9]2[C:4](=[CH:5][C:6]([Si:12]([CH:19]([CH3:21])[CH3:20])([CH:16]([CH3:18])[CH3:17])[CH:13]([CH3:15])[CH3:14])=[CH:7][CH:8]=2)[CH:3]=1.[Li]CCCC.C(O[B:31]1[O:35][C:34]([CH3:37])([CH3:36])[C:33]([CH3:39])([CH3:38])[O:32]1)(C)C.[NH4+].[Cl-]. The catalyst is CC(OC)(C)C. The product is [CH:13]([Si:12]([CH:19]([CH3:21])[CH3:20])([CH:16]([CH3:18])[CH3:17])[C:6]1[CH:7]=[CH:8][C:9]2[C:4](=[CH:3][C:2]([B:31]3[O:35][C:34]([CH3:37])([CH3:36])[C:33]([CH3:39])([CH3:38])[O:32]3)=[CH:11][CH:10]=2)[CH:5]=1)([CH3:15])[CH3:14]. The yield is 0.650. (8) The reactants are [NH:1]1[C:9]2[CH2:8][CH2:7][CH2:6][CH2:5][C:4]=2[CH:3]=[CH:2]1.[Cl:10][C:11]([Cl:16])([Cl:15])[C:12](Cl)=[O:13]. The catalyst is ClCCCl. The product is [Cl:10][C:11]([Cl:16])([Cl:15])[C:12]([C:2]1[NH:1][C:9]2[CH2:8][CH2:7][CH2:6][CH2:5][C:4]=2[CH:3]=1)=[O:13]. The yield is 1.00. (9) The reactants are C(=O)([O-])[O-].[K+].[K+].[CH3:7][O:8][C:9]1[CH:14]=[CH:13][C:12]([CH:15]2[O:20][C@H:19]3[CH2:21][C@H:22]([N:24]4[C:28]5[N:29]=[CH:30][N:31]=[C:32]([CH3:33])[C:27]=5[C:26]([C:34]#[C:35][Si](C)(C)C)=[CH:25]4)[CH2:23][C@H:18]3[CH2:17][O:16]2)=[CH:11][CH:10]=1. The catalyst is CO.CCOC(C)=O. The product is [C:34]([C:26]1[C:27]2[C:32]([CH3:33])=[N:31][CH:30]=[N:29][C:28]=2[N:24]([C@H:22]2[CH2:21][C@@H:19]3[O:20][CH:15]([C:12]4[CH:11]=[CH:10][C:9]([O:8][CH3:7])=[CH:14][CH:13]=4)[O:16][CH2:17][C@@H:18]3[CH2:23]2)[CH:25]=1)#[CH:35]. The yield is 0.810. (10) The reactants are CCN(C(C)C)C(C)C.[C:10]1([NH:16][C:17]2[CH:25]=[CH:24][C:20]([C:21]([OH:23])=O)=[CH:19][CH:18]=2)[CH:15]=[CH:14][CH:13]=[CH:12][CH:11]=1.CCN=C=NCCCN(C)C.C1C=CC2N(O)N=NC=2C=1.[NH2:47][CH2:48][C:49]([N:51]1[CH2:56][CH2:55][N:54]([C:57](=[O:67])[C:58]2[CH:63]=[C:62]([O:64][CH3:65])[CH:61]=[CH:60][C:59]=2[Br:66])[CH2:53][CH2:52]1)=[O:50].C(O)(C(F)(F)F)=O. The catalyst is CN(C=O)C.O. The product is [Br:66][C:59]1[CH:60]=[CH:61][C:62]([O:64][CH3:65])=[CH:63][C:58]=1[C:57]([N:54]1[CH2:53][CH2:52][N:51]([C:49](=[O:50])[CH2:48][NH:47][C:21](=[O:23])[C:20]2[CH:19]=[CH:18][C:17]([NH:16][C:10]3[CH:11]=[CH:12][CH:13]=[CH:14][CH:15]=3)=[CH:25][CH:24]=2)[CH2:56][CH2:55]1)=[O:67]. The yield is 0.670.